From a dataset of Reaction yield outcomes from USPTO patents with 853,638 reactions. Predict the reaction yield, written as a fraction of the theoretical maximum amount of product (1.0 means a 100% yield; for example, 0.34 means a 34% yield). (1) The reactants are [CH3:1][C:2]([CH3:10])([C:4](=[O:9])[CH2:5][C:6](=O)[CH3:7])[CH3:3].S([O-])([O-])(=O)=O.[Na+].[Na+].[CH:18]([NH2:22])([CH2:20][CH3:21])[CH3:19]. The catalyst is C1(C)C=CC=CC=1. The product is [CH3:1][C:2]([CH3:10])([C:4](=[O:9])[CH2:5][CH:6]([NH:22][CH:18]([CH2:20][CH3:21])[CH3:19])[CH3:7])[CH3:3]. The yield is 0.710. (2) The reactants are [CH:1]([N:4]1[C:8]2[CH:9]=[CH:10][CH:11]=[CH:12][C:7]=2[N:6]([CH2:13][C:14]2[N:18]([CH2:19][CH2:20][CH:21]([CH3:23])[CH3:22])[C:17]3[CH:24]=[CH:25][C:26]([C:28]#N)=[CH:27][C:16]=3[N:15]=2)[C:5]1=[O:30])([CH3:3])[CH3:2].[OH-:31].[NH4+].[OH-:33].[Na+]. The catalyst is Cl. The product is [CH:1]([N:4]1[C:8]2[CH:9]=[CH:10][CH:11]=[CH:12][C:7]=2[N:6]([CH2:13][C:14]2[N:18]([CH2:19][CH2:20][CH:21]([CH3:22])[CH3:23])[C:17]3[CH:24]=[CH:25][C:26]([C:28]([OH:33])=[O:31])=[CH:27][C:16]=3[N:15]=2)[C:5]1=[O:30])([CH3:3])[CH3:2]. The yield is 0.830.